Dataset: Retrosynthesis with 50K atom-mapped reactions and 10 reaction types from USPTO. Task: Predict the reactants needed to synthesize the given product. (1) Given the product CNC(=O)Cn1c2c(c3ccccc31)CCN(C(=O)OC(C)(C)C)C2, predict the reactants needed to synthesize it. The reactants are: CN.COC(=O)Cn1c2c(c3ccccc31)CCN(C(=O)OC(C)(C)C)C2. (2) The reactants are: CC(C)(C)CO.Fc1cccc(F)n1. Given the product CC(C)(C)COc1cccc(F)n1, predict the reactants needed to synthesize it.